From a dataset of Full USPTO retrosynthesis dataset with 1.9M reactions from patents (1976-2016). Predict the reactants needed to synthesize the given product. (1) Given the product [C:1]([SiH2:5][O:6][C:7]([CH3:13])([CH3:12])[C:8]1([CH2:9][OH:10])[O:33][N:32]=[C:31]([C:30]2[CH:29]=[CH:28][C:27]([O:26][CH2:25][C:23]3[C:22]4[C:17](=[CH:18][CH:19]=[CH:20][CH:21]=4)[N:16]=[C:15]([CH3:14])[CH:24]=3)=[CH:35][CH:34]=2)[CH2:11]1)([CH3:4])([CH3:3])[CH3:2], predict the reactants needed to synthesize it. The reactants are: [C:1]([SiH2:5][O:6][C:7]([CH3:13])([CH3:12])[C:8](=[CH2:11])[CH2:9][OH:10])([CH3:4])([CH3:3])[CH3:2].[CH3:14][C:15]1[CH:24]=[C:23]([CH2:25][O:26][C:27]2[CH:35]=[CH:34][C:30]([CH:31]=[N:32][OH:33])=[CH:29][CH:28]=2)[C:22]2[C:17](=[CH:18][CH:19]=[CH:20][CH:21]=2)[N:16]=1. (2) Given the product [O:21]=[C:17]1[CH2:16][C:15]2[C:19](=[CH:20][C:12]([C:10]([C:9]3[CH:8]=[CH:7][C:6]([NH:5][C:1](=[O:3])[CH3:2])=[CH:23][CH:22]=3)=[O:11])=[CH:13][CH:14]=2)[NH:18]1, predict the reactants needed to synthesize it. The reactants are: [C:1](Cl)(=[O:3])[CH3:2].[NH2:5][C:6]1[CH:23]=[CH:22][C:9]([C:10]([C:12]2[CH:20]=[C:19]3[C:15]([CH2:16][C:17](=[O:21])[NH:18]3)=[CH:14][CH:13]=2)=[O:11])=[CH:8][CH:7]=1. (3) The reactants are: [F:1][C:2]1[C:9]([F:10])=[CH:8][CH:7]=[C:6]([O:11][CH2:12][CH2:13][CH3:14])[C:3]=1[CH:4]=O.ClC1C=[C:18](C=CC=1)[CH:19]=[O:20].[CH3:24][Si:25]([CH3:32])([CH3:31])N[Si:25]([CH3:32])([CH3:31])[CH3:24].C([Li])CCC.C[Si](Cl)(C)C.C([N:45](CC)CC)C.C(Cl)(=O)C. Given the product [F:1][C:2]1[C:9]([F:10])=[CH:8][CH:7]=[C:6]([O:11][CH2:12][CH2:13][CH3:14])[C:3]=1[CH:4]=[N:45][C:19]([O:18][Si:25]([CH3:32])([CH3:31])[CH3:24])=[CH2:20], predict the reactants needed to synthesize it. (4) Given the product [C:13]([CH2:2][CH2:3][CH2:4][CH2:5][S:6]([NH:9][CH3:10])(=[O:8])=[O:7])#[N:14], predict the reactants needed to synthesize it. The reactants are: Cl[CH2:2][CH2:3][CH2:4][CH2:5][S:6]([NH:9][CH3:10])(=[O:8])=[O:7].[I-].[Na+].[C-:13]#[N:14].[Na+]. (5) Given the product [C:1]([O:5][C:6]([N:8]1[CH2:13][CH2:12][N:11]([C:14]2[CH:15]=[N:16][C:17]([NH2:20])=[CH:18][CH:19]=2)[CH2:10][CH2:9]1)=[O:7])([CH3:4])([CH3:2])[CH3:3], predict the reactants needed to synthesize it. The reactants are: [C:1]([O:5][C:6]([N:8]1[CH2:13][CH2:12][N:11]([C:14]2[CH:15]=[N:16][C:17]([N+:20]([O-])=O)=[CH:18][CH:19]=2)[CH2:10][CH2:9]1)=[O:7])([CH3:4])([CH3:3])[CH3:2].[H][H]. (6) Given the product [CH3:22][O:23][C:24]1[CH:25]=[CH:26][CH:27]=[C:28]2[C:33]=1[CH2:32][CH:31]([N:34]([CH2:35][CH2:36][CH3:37])[C:10](=[O:12])[CH2:9][C:3]1[CH:4]=[C:5]([CH3:8])[CH:6]=[CH:7][C:2]=1[CH3:1])[CH2:30][CH2:29]2, predict the reactants needed to synthesize it. The reactants are: [CH3:1][C:2]1[CH:7]=[CH:6][C:5]([CH3:8])=[CH:4][C:3]=1[CH2:9][C:10]([OH:12])=O.C(N(C(C)C)CC)(C)C.[CH3:22][O:23][C:24]1[CH:25]=[CH:26][CH:27]=[C:28]2[C:33]=1[CH2:32][CH:31]([NH:34][CH2:35][CH2:36][CH3:37])[CH2:30][CH2:29]2. (7) Given the product [Br:1][C:2]1[CH:9]=[C:8]([NH:12][C@H:13]([CH3:14])[C:15]([NH2:17])=[O:16])[CH:7]=[CH:6][C:3]=1[C:4]#[N:5], predict the reactants needed to synthesize it. The reactants are: [Br:1][C:2]1[CH:9]=[C:8](F)[CH:7]=[CH:6][C:3]=1[C:4]#[N:5].Cl.[NH2:12][C@@H:13]([C:15]([NH2:17])=[O:16])[CH3:14].CCN(C(C)C)C(C)C.CCOC(C)=O. (8) Given the product [CH:12]1[C:21]2[C:16](=[CH:17][CH:18]=[CH:19][CH:20]=2)[CH:15]=[CH:14][C:13]=1[S:22]([N:1]1[CH2:6][CH2:5][CH2:4][CH:3]([C:7]([O:9][CH2:10][CH3:11])=[O:8])[CH2:2]1)(=[O:23])=[O:24], predict the reactants needed to synthesize it. The reactants are: [NH:1]1[CH2:6][CH2:5][CH2:4][CH:3]([C:7]([O:9][CH2:10][CH3:11])=[O:8])[CH2:2]1.[CH:12]1[C:21]2[C:16](=[CH:17][CH:18]=[CH:19][CH:20]=2)[CH:15]=[CH:14][C:13]=1[S:22](Cl)(=[O:24])=[O:23].